This data is from Reaction yield outcomes from USPTO patents with 853,638 reactions. The task is: Predict the reaction yield, written as a fraction of the theoretical maximum amount of product (1.0 means a 100% yield; for example, 0.34 means a 34% yield). (1) The reactants are [CH2:1]([N:9]1[CH:13]=[C:12]([C:14]2[C:22]3[C:17](=[N:18][CH:19]=[C:20]([C:23]4[CH:28]=[CH:27][C:26]([CH:29]5[CH2:34][CH2:33][N:32](C(OC(C)(C)C)=O)[CH2:31][CH2:30]5)=[CH:25][CH:24]=4)[CH:21]=3)[NH:16][CH:15]=2)[CH:11]=[N:10]1)[CH2:2][C:3]1[CH:8]=[CH:7][CH:6]=[CH:5][CH:4]=1. The catalyst is C(O)(C(F)(F)F)=O.C1(C)C=CC=CC=1. The product is [CH2:1]([N:9]1[CH:13]=[C:12]([C:14]2[C:22]3[C:17](=[N:18][CH:19]=[C:20]([C:23]4[CH:24]=[CH:25][C:26]([CH:29]5[CH2:34][CH2:33][NH:32][CH2:31][CH2:30]5)=[CH:27][CH:28]=4)[CH:21]=3)[NH:16][CH:15]=2)[CH:11]=[N:10]1)[CH2:2][C:3]1[CH:4]=[CH:5][CH:6]=[CH:7][CH:8]=1. The yield is 0.202. (2) The reactants are [OH:1][C:2]1[CH:7]=[CH:6][C:5]([S:8]([NH2:11])(=[O:10])=[O:9])=[CH:4][CH:3]=1.Br[CH2:13][CH2:14][CH2:15][CH2:16][NH:17][C:18](=[O:24])[O:19][C:20]([CH3:23])([CH3:22])[CH3:21].C([O-])([O-])=O.[K+].[K+]. The catalyst is C(#N)C.Cl. The product is [S:8]([C:5]1[CH:6]=[CH:7][C:2]([O:1][CH2:13][CH2:14][CH2:15][CH2:16][NH:17][C:18](=[O:24])[O:19][C:20]([CH3:23])([CH3:22])[CH3:21])=[CH:3][CH:4]=1)(=[O:9])(=[O:10])[NH2:11]. The yield is 0.420. (3) The reactants are Br[C:2]1[CH:7]=[CH:6][C:5]([S:8]([N:11]([CH3:13])[CH3:12])(=[O:10])=[O:9])=[CH:4][CH:3]=1.[B:14]1([B:14]2[O:18][C:17]([CH3:20])([CH3:19])[C:16]([CH3:22])([CH3:21])[O:15]2)[O:18][C:17]([CH3:20])([CH3:19])[C:16]([CH3:22])([CH3:21])[O:15]1.C([O-])(=O)C.[K+]. The yield is 0.770. The catalyst is C1C=CC(P(C2C=CC=CC=2)[C-]2C=CC=C2)=CC=1.C1C=CC(P(C2C=CC=CC=2)[C-]2C=CC=C2)=CC=1.Cl[Pd]Cl.[Fe+2].C(Cl)Cl.CS(C)=O. The product is [CH3:12][N:11]([CH3:13])[S:8]([C:5]1[CH:6]=[CH:7][C:2]([B:14]2[O:18][C:17]([CH3:20])([CH3:19])[C:16]([CH3:22])([CH3:21])[O:15]2)=[CH:3][CH:4]=1)(=[O:10])=[O:9]. (4) The reactants are Cl[CH:2]([C:4]1[O:5][C:6]([C:9]2[CH:14]=[CH:13][CH:12]=[C:11]([Cl:15])[CH:10]=2)=[N:7][N:8]=1)[CH3:3].[C:16]([O:23][CH3:24])(=[O:22])[CH2:17][C:18]([O:20][CH3:21])=[O:19].C1CCN2C(=NCCC2)CC1. The catalyst is C(#N)C.ClCCl. The product is [CH3:21][O:20][C:18](=[O:19])[CH:17]([CH:2]([C:4]1[O:5][C:6]([C:9]2[CH:14]=[CH:13][CH:12]=[C:11]([Cl:15])[CH:10]=2)=[N:7][N:8]=1)[CH3:3])[C:16]([O:23][CH3:24])=[O:22]. The yield is 0.743. (5) The reactants are [CH3:1][N:2]([CH3:36])[CH2:3][CH2:4][NH:5][C:6]([NH:8][C:9]1[CH:14]=[CH:13][C:12]([C:15]2[N:16]=[C:17]([N:30]3[CH2:35][CH2:34][O:33][CH2:32][CH2:31]3)[C:18]3[N:23]=[N:22][N:21]([CH:24]4[CH2:29][CH2:28][NH:27][CH2:26][CH2:25]4)[C:19]=3[N:20]=2)=[CH:11][CH:10]=1)=[O:7].[N:37]1[CH:42]=[CH:41][C:40]([C:43]2[CH:50]=[CH:49][C:46]([CH:47]=O)=[CH:45][CH:44]=2)=[CH:39][CH:38]=1.[BH-](OC(C)=O)(OC(C)=O)OC(C)=O.[Na+].CC(O)=O. The catalyst is C1COCC1. The product is [CH3:1][N:2]([CH3:36])[CH2:3][CH2:4][NH:5][C:6]([NH:8][C:9]1[CH:10]=[CH:11][C:12]([C:15]2[N:16]=[C:17]([N:30]3[CH2:35][CH2:34][O:33][CH2:32][CH2:31]3)[C:18]3[N:23]=[N:22][N:21]([CH:24]4[CH2:29][CH2:28][N:27]([CH2:47][C:46]5[CH:45]=[CH:44][C:43]([C:40]6[CH:41]=[CH:42][N:37]=[CH:38][CH:39]=6)=[CH:50][CH:49]=5)[CH2:26][CH2:25]4)[C:19]=3[N:20]=2)=[CH:13][CH:14]=1)=[O:7]. The yield is 0.330. (6) The reactants are Cl.[CH3:2][O:3][C:4]([CH:6]1[CH2:15][C:14]2[C:9](=[CH:10][CH:11]=[CH:12][CH:13]=2)[CH2:8][NH:7]1)=[O:5].[CH3:16][O:17][C:18]([C:20]1[CH:29]=[C:28]([O:30][CH2:31][C:32](Cl)=[O:33])[C:27]2[C:22](=[CH:23][C:24]([Cl:36])=[CH:25][C:26]=2[Cl:35])[CH:21]=1)=[O:19]. The catalyst is C(Cl)Cl. The product is [CH3:2][O:3][C:4]([CH:6]1[CH2:15][C:14]2[C:9](=[CH:10][CH:11]=[CH:12][CH:13]=2)[CH2:8][N:7]1[C:32](=[O:33])[CH2:31][O:30][C:28]1[C:27]2[C:22](=[CH:23][C:24]([Cl:36])=[CH:25][C:26]=2[Cl:35])[CH:21]=[C:20]([C:18]([O:17][CH3:16])=[O:19])[CH:29]=1)=[O:5]. The yield is 0.950. (7) The reactants are [Si]([O:8][CH2:9][CH2:10][C@@H:11]([NH:25][C:26]1[CH:33]=[CH:32][C:29]([C:30]#[N:31])=[C:28]([Cl:34])[C:27]=1[CH3:35])[C:12]1[O:13][C:14]([C:17]2[CH:22]=[CH:21][C:20]([C:23]#[N:24])=[CH:19][CH:18]=2)=[N:15][N:16]=1)(C(C)(C)C)(C)C.[F-].C([N+](CCCC)(CCCC)CCCC)CCC. The catalyst is C1COCC1.CCOC(C)=O. The product is [Cl:34][C:28]1[C:27]([CH3:35])=[C:26]([NH:25][C@@H:11]([C:12]2[O:13][C:14]([C:17]3[CH:18]=[CH:19][C:20]([C:23]#[N:24])=[CH:21][CH:22]=3)=[N:15][N:16]=2)[CH2:10][CH2:9][OH:8])[CH:33]=[CH:32][C:29]=1[C:30]#[N:31]. The yield is 0.870.